Predict the reaction yield, written as a fraction of the theoretical maximum amount of product (1.0 means a 100% yield; for example, 0.34 means a 34% yield). From a dataset of Reaction yield outcomes from USPTO patents with 853,638 reactions. (1) The reactants are Cl.[F:2][C:3]([F:17])([F:16])[CH2:4][CH2:5][O:6][C:7]1[N:12]=[CH:11][C:10]([CH:13]([NH2:15])[CH3:14])=[CH:9][CH:8]=1.[NH2:18][C:19]1[N:24]=[C:23]([C:25](O)=[O:26])[CH:22]=[CH:21][N:20]=1. No catalyst specified. The product is [NH2:18][C:19]1[N:24]=[C:23]([C:25]([NH:15][CH:13]([C:10]2[CH:11]=[N:12][C:7]([O:6][CH2:5][CH2:4][C:3]([F:2])([F:16])[F:17])=[CH:8][CH:9]=2)[CH3:14])=[O:26])[CH:22]=[CH:21][N:20]=1. The yield is 0.640. (2) The reactants are [Br:1]Br.[OH:3][CH2:4][C:5]([CH3:10])([CH3:9])[C:6](=[O:8])[CH3:7].C(OCC)(=O)C.O. The catalyst is CO. The product is [Br:1][CH2:7][C:6](=[O:8])[C:5]([CH3:10])([CH3:9])[CH2:4][OH:3]. The yield is 0.440.